This data is from Catalyst prediction with 721,799 reactions and 888 catalyst types from USPTO. The task is: Predict which catalyst facilitates the given reaction. (1) Reactant: [Br:1][C:2]([Br:5])(Br)Br.C1(P(C2C=CC=CC=2)C2C=CC=CC=2)C=CC=CC=1.[Cl:25][C:26]1[CH:31]=[CH:30][CH:29]=[CH:28][C:27]=1[C:32]([CH3:36])([CH3:35])[CH2:33]O.CCCCCC. Product: [Cl:25][C:26]1[CH:31]=[CH:30][CH:29]=[CH:28][C:27]=1[C:32]([CH3:36])([CH3:35])[CH:33]=[C:2]([Br:5])[Br:1]. The catalyst class is: 4. (2) Reactant: [C:1]1([C:7]2([C:10]([OH:12])=[O:11])[CH2:9][CH2:8]2)[CH:6]=[CH:5][CH:4]=[CH:3][CH:2]=1.S(=O)(=O)(O)O.[C:18](=O)([O-])[O-].[K+].[K+]. Product: [C:1]1([C:7]2([C:10]([O:12][CH3:18])=[O:11])[CH2:9][CH2:8]2)[CH:6]=[CH:5][CH:4]=[CH:3][CH:2]=1. The catalyst class is: 5. (3) Reactant: ClCCl.[NH:4]1[CH2:8][CH2:7][C@H:6]([OH:9])[CH2:5]1.C(N(CC)CC)C.[C:17]([N:21]=[C:22]=[O:23])([CH3:20])([CH3:19])[CH3:18]. Product: [C:17]([NH:21][C:22]([N:4]1[CH2:8][CH2:7][C@H:6]([OH:9])[CH2:5]1)=[O:23])([CH3:20])([CH3:19])[CH3:18]. The catalyst class is: 27. (4) Reactant: [Cl:1][C:2]1[CH:3]=[C:4]([C:8]2[CH:9]=[C:10]([CH2:18][N:19]3[CH:23]=[N:22][C:21]([NH2:24])=[N:20]3)[CH:11]=[N:12][C:13]=2[O:14][CH:15]([F:17])[F:16])[CH:5]=[CH:6][CH:7]=1.C=O.[C:27](O[BH-](OC(=O)C)OC(=O)C)(=O)C.[Na+]. Product: [Cl:1][C:2]1[CH:3]=[C:4]([C:8]2[CH:9]=[C:10]([CH2:18][N:19]3[CH:23]=[N:22][C:21]([NH:24][CH3:27])=[N:20]3)[CH:11]=[N:12][C:13]=2[O:14][CH:15]([F:17])[F:16])[CH:5]=[CH:6][CH:7]=1. The catalyst class is: 585. (5) Reactant: C([O:5][C:6](=[O:43])[C@H:7]([C:14]1[CH:42]=[CH:41][C:17]([CH2:18][N:19]2[C:27]3[C:22](=[CH:23][CH:24]=[CH:25][CH:26]=3)[C:21]3[C:28]([CH3:40])=[C:29]([CH2:33][CH2:34][C:35]([O:37][CH2:38][CH3:39])=[O:36])[C:30]([CH3:32])=[N:31][C:20]2=3)=[CH:16][CH:15]=1)[CH:8]1[CH2:13][CH2:12][O:11][CH2:10][CH2:9]1)(C)(C)C.FC(F)(F)C(O)=O.C(O)(=O)CC(CC(O)=O)(C(O)=O)O. Product: [CH2:38]([O:37][C:35](=[O:36])[CH2:34][CH2:33][C:29]1[C:30]([CH3:32])=[N:31][C:20]2[N:19]([CH2:18][C:17]3[CH:41]=[CH:42][C:14]([CH:7]([CH:8]4[CH2:13][CH2:12][O:11][CH2:10][CH2:9]4)[C:6]([OH:43])=[O:5])=[CH:15][CH:16]=3)[C:27]3[C:22]([C:21]=2[C:28]=1[CH3:40])=[CH:23][CH:24]=[CH:25][CH:26]=3)[CH3:39]. The catalyst class is: 26. (6) The catalyst class is: 2. Product: [CH:8]([C:11]1[N:12]=[C:13]([C:16]2[CH:25]=[C:24]([O:26][CH:27]3[CH2:45][CH:44]4[N:29]([C:30](=[O:65])[NH:31][CH2:32][CH2:33][CH2:34][CH2:35][CH2:36][CH:37]=[CH:38][CH:39]5[C:41]([C:47]([NH:49][S:50]([CH:53]6[CH2:55][CH2:54]6)(=[O:52])=[O:51])=[O:48])([NH:42][C:43]4=[O:46])[CH2:40]5)[CH2:28]3)[C:23]3[C:18](=[C:19]([CH3:68])[C:20]([O:66][CH3:67])=[CH:21][CH:22]=3)[N:17]=2)[S:14][CH:15]=1)([CH3:10])[CH3:9]. Reactant: C(O)(C(F)(F)F)=O.[CH:8]([C:11]1[N:12]=[C:13]([C:16]2[CH:25]=[C:24]([O:26][CH:27]3[CH2:45][CH:44]4[N:29]([C:30](=[O:65])[N:31](CC5C=CC(OC)=CC=5)[CH2:32][CH2:33][CH2:34][CH2:35][CH2:36][CH:37]=[CH:38][CH:39]5[C:41]([C:47]([NH:49][S:50]([CH:53]6[CH2:55][CH2:54]6)(=[O:52])=[O:51])=[O:48])([NH:42][C:43]4=[O:46])[CH2:40]5)[CH2:28]3)[C:23]3[C:18](=[C:19]([CH3:68])[C:20]([O:66][CH3:67])=[CH:21][CH:22]=3)[N:17]=2)[S:14][CH:15]=1)([CH3:10])[CH3:9].O.C([O-])(O)=O.[Na+]. (7) Reactant: [CH3:1][C:2]1[O:3][C:4]([C:9]2[CH:14]=[CH:13][CH:12]=[C:11]([C:15]([F:18])([F:17])[F:16])[CH:10]=2)=[CH:5][C:6]=1[CH2:7]O.[NH:19]1[CH:23]=[C:22]([C:24]([O:26][CH2:27][CH3:28])=[O:25])[CH:21]=[N:20]1.C1(P(C2C=CC=CC=2)C2C=CC=CC=2)C=CC=CC=1.N(C(OCC)=O)=NC(OCC)=O.[Cl-].[NH4+]. Product: [CH3:1][C:2]1[O:3][C:4]([C:9]2[CH:14]=[CH:13][CH:12]=[C:11]([C:15]([F:18])([F:17])[F:16])[CH:10]=2)=[CH:5][C:6]=1[CH2:7][N:19]1[CH:23]=[C:22]([C:24]([O:26][CH2:27][CH3:28])=[O:25])[CH:21]=[N:20]1. The catalyst class is: 7. (8) Reactant: CC(C)([O-])C.[K+].[CH3:7][O:8][C:9]1[CH:10]=[C:11]2[C:15](=[CH:16][CH:17]=1)[NH:14][CH:13]=[CH:12]2.CC(C)([O-])C.[K+].C[N:25]1CCCC1=O.[NH2:31][O:32][S:33]([OH:36])(=[O:35])=[O:34].CN1CCCC1=O. Product: [NH2:31][O:32][S:33]([OH:36])(=[O:35])=[O:34].[CH3:7][O:8][C:9]1[CH:10]=[C:11]2[C:15](=[CH:16][CH:17]=1)[N:14]([NH2:25])[CH:13]=[CH:12]2. The catalyst class is: 60.